From a dataset of Forward reaction prediction with 1.9M reactions from USPTO patents (1976-2016). Predict the product of the given reaction. (1) Given the reactants [S:1]1[C:5]2[CH:6]=[C:7]([NH:10][C:11]3[N:16]=[CH:15][C:14]([C:17]4[O:21][C:20]([CH:22]([NH:32]C(=O)OC(C)(C)C)[CH2:23][O:24][Si](C(C)(C)C)(C)C)=[N:19][N:18]=4)=[C:13]([NH:40][CH:41]([CH3:43])[CH3:42])[CH:12]=3)[CH:8]=[CH:9][C:4]=2[N:3]=[CH:2]1.CCOCC.Cl, predict the reaction product. The product is: [NH2:32][CH:22]([C:20]1[O:21][C:17]([C:14]2[CH:15]=[N:16][C:11]([NH:10][C:7]3[CH:8]=[CH:9][C:4]4[N:3]=[CH:2][S:1][C:5]=4[CH:6]=3)=[CH:12][C:13]=2[NH:40][CH:41]([CH3:43])[CH3:42])=[N:18][N:19]=1)[CH2:23][OH:24]. (2) Given the reactants [C:1]([O:5][C:6]([N:8]1[CH2:16][C@H:14]([OH:15])[CH2:13][C@H:9]1[C:10](O)=[O:11])=[O:7])([CH3:4])([CH3:3])[CH3:2].Cl.[CH3:18][NH:19][CH3:20], predict the reaction product. The product is: [C:1]([O:5][C:6]([N:8]1[CH2:16][C@H:14]([OH:15])[CH2:13][C@H:9]1[C:10](=[O:11])[N:19]([CH3:20])[CH3:18])=[O:7])([CH3:4])([CH3:3])[CH3:2]. (3) Given the reactants [CH3:1][C:2]([NH:14][C:15](=[O:24])[C:16]1[C:21]([F:22])=[CH:20][CH:19]=[CH:18][C:17]=1[F:23])([CH3:13])[C:3](=[O:12])[C:4]1[CH:9]=[CH:8][C:7]([CH:10]=[CH2:11])=[CH:6][CH:5]=1.[OH-].[K+].[CH:27]([Cl:30])(Cl)[Cl:28], predict the reaction product. The product is: [CH3:13][C:2]([NH:14][C:15](=[O:24])[C:16]1[C:17]([F:23])=[CH:18][CH:19]=[CH:20][C:21]=1[F:22])([CH3:1])[C:3](=[O:12])[C:4]1[CH:5]=[CH:6][C:7]([CH:10]2[CH2:11][C:27]2([Cl:30])[Cl:28])=[CH:8][CH:9]=1. (4) Given the reactants [Cl:1][C:2]1[CH:7]=[CH:6][C:5]([CH:8]2[CH:12]([C:13]3[CH:18]=[CH:17][C:16]([Cl:19])=[CH:15][CH:14]=3)[N:11]([C:20](Cl)=[O:21])[C:10]([C:23]3[C:24]([O:33][CH2:34][CH3:35])=[N:25][C:26]([C:29]([F:32])([F:31])[F:30])=[N:27][CH:28]=3)=[N:9]2)=[CH:4][CH:3]=1.Cl.Cl.[CH3:38][S:39]([CH2:42][CH2:43][N:44]1[CH2:49][CH2:48][NH:47][CH2:46][CH2:45]1)(=[O:41])=[O:40], predict the reaction product. The product is: [Cl:1][C:2]1[CH:3]=[CH:4][C:5]([C@H:8]2[C@@H:12]([C:13]3[CH:18]=[CH:17][C:16]([Cl:19])=[CH:15][CH:14]=3)[N:11]([C:20]([N:47]3[CH2:46][CH2:45][N:44]([CH2:43][CH2:42][S:39]([CH3:38])(=[O:40])=[O:41])[CH2:49][CH2:48]3)=[O:21])[C:10]([C:23]3[C:24]([O:33][CH2:34][CH3:35])=[N:25][C:26]([C:29]([F:31])([F:30])[F:32])=[N:27][CH:28]=3)=[N:9]2)=[CH:6][CH:7]=1. (5) The product is: [S:1]1[C:5]2[CH:6]=[CH:7][CH:8]=[CH:9][C:4]=2[N:3]=[C:2]1[C:41]1[C:36]([NH:35][C@@H:31]2[CH2:30][C@H:29]([C:45]([O:47][CH3:48])=[O:46])[C@@H:28]([O:27][Si:10]([C:23]([CH3:24])([CH3:25])[CH3:26])([C:11]3[CH:12]=[CH:13][CH:14]=[CH:15][CH:16]=3)[C:17]3[CH:18]=[CH:19][CH:20]=[CH:21][CH:22]=3)[C@H:32]2[O:33][CH3:34])=[N:37][C:38]([S:43][CH3:44])=[N:39][CH:40]=1. Given the reactants [S:1]1[C:5]2[CH:6]=[CH:7][CH:8]=[CH:9][C:4]=2[N:3]=[CH:2]1.[Si:10]([O:27][C@H:28]1[C@@H:32]([O:33][CH3:34])[C@H:31]([NH:35][C:36]2[C:41](I)=[CH:40][N:39]=[C:38]([S:43][CH3:44])[N:37]=2)[CH2:30][C@@H:29]1[C:45]([O:47][CH3:48])=[O:46])([C:23]([CH3:26])([CH3:25])[CH3:24])([C:17]1[CH:22]=[CH:21][CH:20]=[CH:19][CH:18]=1)[C:11]1[CH:16]=[CH:15][CH:14]=[CH:13][CH:12]=1, predict the reaction product. (6) Given the reactants [OH-].[Na+].[CH3:3][O:4][C:5](=O)[O:6]C.[CH3:9][O:10][CH2:11][O:12][C:13]1[CH:14]=[C:15]([CH2:19][C:20]([OH:22])=[O:21])[CH:16]=[CH:17][CH:18]=1.O.[CH:24]1C=CC=CC=1, predict the reaction product. The product is: [CH3:9][O:10][CH2:11][O:12][C:13]1[CH:14]=[C:15]([CH:19]([C:5]([O:4][CH3:3])=[O:6])[C:20]([O:22][CH3:24])=[O:21])[CH:16]=[CH:17][CH:18]=1. (7) Given the reactants [Br:1][C:2]1[CH:10]=[C:9]2[C:5]([CH2:6][C:7]([CH3:13])([CH3:12])[C:8]2=O)=[CH:4][CH:3]=1.[C:14]([S:18]([NH2:20])=[O:19])([CH3:17])([CH3:16])[CH3:15].CCOC(C)=O.O, predict the reaction product. The product is: [Br:1][C:2]1[CH:10]=[C:9]2[CH:5]([CH2:6][C:7]([CH3:13])([CH3:12])[C:8]2=[N:20][S:18]([C:14]([CH3:17])([CH3:16])[CH3:15])=[O:19])[CH2:4][CH:3]=1.